From a dataset of NCI-60 drug combinations with 297,098 pairs across 59 cell lines. Regression. Given two drug SMILES strings and cell line genomic features, predict the synergy score measuring deviation from expected non-interaction effect. (1) Drug 2: CC12CCC3C(C1CCC2=O)CC(=C)C4=CC(=O)C=CC34C. Synergy scores: CSS=75.7, Synergy_ZIP=5.14, Synergy_Bliss=2.75, Synergy_Loewe=-14.3, Synergy_HSA=5.71. Drug 1: CC1=C2C(C(=O)C3(C(CC4C(C3C(C(C2(C)C)(CC1OC(=O)C(C(C5=CC=CC=C5)NC(=O)OC(C)(C)C)O)O)OC(=O)C6=CC=CC=C6)(CO4)OC(=O)C)OC)C)OC. Cell line: DU-145. (2) Drug 1: C1CCC(CC1)NC(=O)N(CCCl)N=O. Drug 2: C1=CN(C=N1)CC(O)(P(=O)(O)O)P(=O)(O)O. Cell line: MOLT-4. Synergy scores: CSS=9.73, Synergy_ZIP=-16.5, Synergy_Bliss=-28.7, Synergy_Loewe=-35.4, Synergy_HSA=-28.4. (3) Drug 1: C1C(C(OC1N2C=NC3=C2NC=NCC3O)CO)O. Drug 2: COCCOC1=C(C=C2C(=C1)C(=NC=N2)NC3=CC=CC(=C3)C#C)OCCOC.Cl. Cell line: HOP-92. Synergy scores: CSS=-4.59, Synergy_ZIP=6.13, Synergy_Bliss=6.98, Synergy_Loewe=-6.56, Synergy_HSA=-5.99. (4) Drug 1: C1=CC(=CC=C1CCCC(=O)O)N(CCCl)CCCl. Drug 2: CC1C(C(CC(O1)OC2CC(CC3=C2C(=C4C(=C3O)C(=O)C5=CC=CC=C5C4=O)O)(C(=O)C)O)N)O. Cell line: SF-268. Synergy scores: CSS=39.7, Synergy_ZIP=-0.223, Synergy_Bliss=1.14, Synergy_Loewe=-3.16, Synergy_HSA=2.00.